From a dataset of Full USPTO retrosynthesis dataset with 1.9M reactions from patents (1976-2016). Predict the reactants needed to synthesize the given product. (1) The reactants are: [CH2:1]([O:3][C:4]([C:6]1[CH:10]=[CH:9][NH:8][C:7]=1[NH2:11])=[O:5])[CH3:2].[H-].[Na+].[CH3:14][C:15]([CH3:25])=[CH:16][C:17]([C:19]1[CH:24]=[CH:23][CH:22]=[CH:21][CH:20]=1)=O.[BH4-].[Na+]. Given the product [CH2:1]([O:3][C:4]([C:6]1[CH:10]=[CH:9][N:8]2[C:15]([CH3:25])([CH3:14])[CH2:16][CH:17]([C:19]3[CH:20]=[CH:21][CH:22]=[CH:23][CH:24]=3)[NH:11][C:7]=12)=[O:5])[CH3:2], predict the reactants needed to synthesize it. (2) Given the product [CH3:30][N:26]1[CH2:27][CH2:28][CH2:29][N:23]([C:4]2[CH:3]=[CH:22][C:7]3[CH:8]=[C:9]([C:19]([OH:21])=[O:20])[C:10]4[N:18]([C:6]=3[N:5]=2)[C:17]2[CH:16]=[CH:15][CH:14]=[CH:13][C:12]=2[N:11]=4)[CH2:24][CH2:25]1, predict the reactants needed to synthesize it. The reactants are: C([C:3]1[C:4]([N:23]2[CH2:29][CH2:28][CH2:27][N:26]([CH3:30])[CH2:25][CH2:24]2)=[N:5][C:6]2[N:18]3[C:10](=[N:11][C:12]4[CH:13]=[CH:14][CH:15]=[CH:16][C:17]=43)[C:9]([C:19]([OH:21])=[O:20])=[CH:8][C:7]=2[CH:22]=1)C.[OH-].[Na+].